Task: Predict the reaction yield, written as a fraction of the theoretical maximum amount of product (1.0 means a 100% yield; for example, 0.34 means a 34% yield).. Dataset: Reaction yield outcomes from USPTO patents with 853,638 reactions (1) The reactants are [F:1][C:2]1[CH:7]=[CH:6][C:5]([CH3:8])=[CH:4][C:3]=1[NH:9][C:10]1[N:15]2[N:16]=[CH:17][C:18]([C:19](O)=[O:20])=[C:14]2[N:13]=[CH:12][C:11]=1[C:22]([N:24]1[CH2:29][CH2:28][C:27]2([C:37]3[C:32](=[CH:33][CH:34]=[CH:35][CH:36]=3)[CH2:31][CH2:30]2)[CH2:26][CH2:25]1)=[O:23].[CH2:38]([S:40]([NH2:43])(=[O:42])=[O:41])[CH3:39]. No catalyst specified. The product is [F:1][C:2]1[CH:7]=[CH:6][C:5]([CH3:8])=[CH:4][C:3]=1[NH:9][C:10]1[N:15]2[N:16]=[CH:17][C:18]([C:19]([NH:43][S:40]([CH2:38][CH3:39])(=[O:42])=[O:41])=[O:20])=[C:14]2[N:13]=[CH:12][C:11]=1[C:22]([N:24]1[CH2:25][CH2:26][C:27]2([C:37]3[C:32](=[CH:33][CH:34]=[CH:35][CH:36]=3)[CH2:31][CH2:30]2)[CH2:28][CH2:29]1)=[O:23]. The yield is 0.820. (2) The reactants are Br[C:2]1[CH:7]=[CH:6][C:5]([Br:8])=[CH:4][CH:3]=1.C([Li])CCC.CON(C)[C:17]([CH:19]1[CH2:24][CH2:23][N:22]([C:25]2[CH:30]=[CH:29][CH:28]=[CH:27][N:26]=2)[CH2:21][CH2:20]1)=[O:18]. The catalyst is C1COCC1. The product is [Br:8][C:5]1[CH:6]=[CH:7][C:2]([C:17]([CH:19]2[CH2:24][CH2:23][N:22]([C:25]3[CH:30]=[CH:29][CH:28]=[CH:27][N:26]=3)[CH2:21][CH2:20]2)=[O:18])=[CH:3][CH:4]=1. The yield is 0.710. (3) The reactants are [C:1]([CH:4]([C:13]([O:15][CH2:16][C:17]1[CH:22]=[CH:21][CH:20]=[CH:19][CH:18]=1)=[O:14])[CH2:5][CH:6]=[CH:7][C:8]([O:10][CH2:11][CH3:12])=[O:9])(=[O:3])[CH3:2].[N+:23](/[CH:26]=[CH:27]/[CH:28]=[CH:29]/[C:30]1[CH:35]=[CH:34][CH:33]=[CH:32][CH:31]=1)([O-:25])=[O:24]. The catalyst is C(OCC)C. The product is [CH2:11]([O:10][C:8]([CH2:7][C@@H:6]1[CH2:5][C@@:4]([C:1](=[O:3])[CH3:2])([C:13]([O:15][CH2:16][C:17]2[CH:22]=[CH:21][CH:20]=[CH:19][CH:18]=2)=[O:14])[C@@H:27]([CH:28]=[CH:29][C:30]2[CH:31]=[CH:32][CH:33]=[CH:34][CH:35]=2)[C@@H:26]1[N+:23]([O-:25])=[O:24])=[O:9])[CH3:12]. The yield is 0.830.